From a dataset of Forward reaction prediction with 1.9M reactions from USPTO patents (1976-2016). Predict the product of the given reaction. (1) The product is: [I:27][C:28]1[CH:33]=[CH:32][C:31]([O:34][CH2:35][C:36]2[N:3]=[N:2][N:1]([CH2:4][CH2:5][O:6][CH2:7][CH2:8][O:9][CH2:10][CH2:11][O:12][C:13]3[CH:14]=[CH:15][C:16]([NH:19][C:20](=[O:26])[O:21][C:22]([CH3:23])([CH3:25])[CH3:24])=[CH:17][CH:18]=3)[CH:37]=2)=[CH:30][CH:29]=1. Given the reactants [N:1]([CH2:4][CH2:5][O:6][CH2:7][CH2:8][O:9][CH2:10][CH2:11][O:12][C:13]1[CH:18]=[CH:17][C:16]([NH:19][C:20](=[O:26])[O:21][C:22]([CH3:25])([CH3:24])[CH3:23])=[CH:15][CH:14]=1)=[N+:2]=[N-:3].[I:27][C:28]1[CH:33]=[CH:32][C:31]([O:34][CH2:35][C:36]#[CH:37])=[CH:30][CH:29]=1.O, predict the reaction product. (2) Given the reactants CON(C)[C:4](=[O:22])[C:5]1[CH:10]=[CH:9][CH:8]=[CH:7][C:6]=1[CH2:11][S:12]([C:15]1[CH:20]=[CH:19][C:18]([CH3:21])=[CH:17][CH:16]=1)(=[O:14])=[O:13].[H-].[H-].[H-].[H-].[Li+].[Al+3], predict the reaction product. The product is: [CH3:21][C:18]1[CH:17]=[CH:16][C:15]([S:12]([CH2:11][C:6]2[CH:7]=[CH:8][CH:9]=[CH:10][C:5]=2[CH:4]=[O:22])(=[O:14])=[O:13])=[CH:20][CH:19]=1.